This data is from Catalyst prediction with 721,799 reactions and 888 catalyst types from USPTO. The task is: Predict which catalyst facilitates the given reaction. Reactant: Br[C:2]1[CH:7]=[CH:6][CH:5]=[C:4]([CH3:8])[C:3]=1[CH3:9].[Li]CCCC.[O:15]=[C:16]1[N:21]([C:22]([O:24][C:25]([CH3:28])([CH3:27])[CH3:26])=[O:23])[CH2:20][CH2:19][N:18]2[C:29](=[O:32])[CH2:30][CH2:31][C@@H:17]12. Product: [CH3:9][C:3]1[C:4]([CH3:8])=[CH:5][CH:6]=[CH:7][C:2]=1[C:16]([C@@H:17]1[CH2:31][CH2:30][C:29](=[O:32])[N:18]1[CH2:19][CH2:20][NH:21][C:22](=[O:23])[O:24][C:25]([CH3:27])([CH3:26])[CH3:28])=[O:15]. The catalyst class is: 1.